From a dataset of Reaction yield outcomes from USPTO patents with 853,638 reactions. Predict the reaction yield, written as a fraction of the theoretical maximum amount of product (1.0 means a 100% yield; for example, 0.34 means a 34% yield). (1) The reactants are [Cl:1][C:2]1[C:7]([C:8]([NH2:10])=O)=[CH:6][N:5]=[C:4]2[CH:11]=[CH:12][S:13][C:3]=12.N1C(Cl)=NC(Cl)=NC=1Cl. The catalyst is CN(C)C=O. The product is [Cl:1][C:2]1[C:7]([C:8]#[N:10])=[CH:6][N:5]=[C:4]2[CH:11]=[CH:12][S:13][C:3]=12. The yield is 0.970. (2) The reactants are [F:1][C:2]1[CH:7]=[CH:6][C:5]([N:8]2[C:12]([CH:13]([CH3:15])[CH3:14])=[C:11]([NH2:16])[CH:10]=[N:9]2)=[CH:4][CH:3]=1.[CH3:17][C:18]1[N:19]([CH:27]([CH3:31])[C:28](O)=[O:29])[CH:20]=[C:21]([C:23]([F:26])([F:25])[F:24])[N:22]=1.C(N(C(C)C)CC)(C)C.CN(C(ON1N=NC2C=CC=NC1=2)=[N+](C)C)C.F[P-](F)(F)(F)(F)F. The catalyst is CN(C=O)C.O. The product is [F:1][C:2]1[CH:3]=[CH:4][C:5]([N:8]2[C:12]([CH:13]([CH3:14])[CH3:15])=[C:11]([NH:16][C:28](=[O:29])[CH:27]([N:19]3[CH:20]=[C:21]([C:23]([F:24])([F:26])[F:25])[N:22]=[C:18]3[CH3:17])[CH3:31])[CH:10]=[N:9]2)=[CH:6][CH:7]=1. The yield is 0.250. (3) The reactants are Br[C:2]1[CH:3]=[C:4]([CH:25]=[CH:26][CH:27]=1)[CH2:5][C:6]([OH:24])([CH2:11][C:12]([C:15]1[CH:20]=[C:19]([F:21])[CH:18]=[CH:17][C:16]=1[O:22][CH3:23])([CH3:14])[CH3:13])[C:7]([F:10])([F:9])[F:8].B1([C:34]2[CH:39]=[CH:38][CH:37]=[N:36][CH:35]=2)OCCCO1.C(=O)([O-])[O-].[Na+].[Na+]. The catalyst is C1(C)C=CC=CC=1.CCO.[OH-].[NH4+]. The product is [F:10][C:7]([F:8])([F:9])[C:6]([CH2:5][C:4]1[CH:25]=[CH:26][CH:27]=[C:2]([C:34]2[CH:35]=[N:36][CH:37]=[CH:38][CH:39]=2)[CH:3]=1)([OH:24])[CH2:11][C:12]([C:15]1[CH:20]=[C:19]([F:21])[CH:18]=[CH:17][C:16]=1[O:22][CH3:23])([CH3:13])[CH3:14]. The yield is 0.720. (4) The reactants are [CH2:1](OC(C1(CCCCSC)CCC1)=O)[CH3:2].[CH2:16]([O:18][C:19]([C:21]1([CH2:25][CH2:26][CH2:27][CH2:28][S:29]([CH3:32])(=[O:31])=[O:30])[CH2:24][CH2:23][CH2:22]1)=[O:20])[CH3:17]. No catalyst specified. The product is [CH2:16]([O:18][C:19]([C:21]1([CH2:25][CH2:26][CH2:27][CH2:28][S:29]([CH3:32])(=[O:30])=[O:31])[CH2:24][CH2:23][CH:22]1[CH2:1][CH3:2])=[O:20])[CH3:17]. The yield is 0.920. (5) The reactants are [CH3:1][C:2]1[CH:11]=[C:10]([CH2:12][O:13][C:14]2[CH:19]=[CH:18][C:17]([S:20]([NH:23][CH:24]3[CH2:29][CH2:28][NH:27][CH2:26][CH:25]3[C:30](O)=[O:31])(=[O:22])=[O:21])=[CH:16][CH:15]=2)[C:9]2[C:4](=[CH:5][CH:6]=[CH:7][CH:8]=2)[N:3]=1.[OH:33][N:34]1C2C=CC=CC=2N=N1.Cl.CN(C)CCCN=C=NCC.NO.[CH:57](O)=[O:58]. The catalyst is CN(C=O)C. The product is [OH:33][NH:34][C:30]([C@@H:25]1[C@H:24]([NH:23][S:20]([C:17]2[CH:18]=[CH:19][C:14]([O:13][CH2:12][C:10]3[C:9]4[C:4](=[CH:5][CH:6]=[CH:7][CH:8]=4)[N:3]=[C:2]([CH3:1])[CH:11]=3)=[CH:15][CH:16]=2)(=[O:22])=[O:21])[CH2:29][CH2:28][N:27]([CH:57]=[O:58])[CH2:26]1)=[O:31]. The yield is 0.116.